This data is from Full USPTO retrosynthesis dataset with 1.9M reactions from patents (1976-2016). The task is: Predict the reactants needed to synthesize the given product. (1) Given the product [CH3:1][C:2]1[N:6]([CH:7]([CH3:9])[CH3:8])[C:5]([C:10]2[CH:15]=[CH:14][N:13]=[C:12]([NH:16][CH:17]3[CH2:18][CH2:19][N:20]([C:23](=[O:38])[CH2:24][CH:25]4[CH2:26][CH2:27][NH:28][CH2:29][CH2:30]4)[CH2:21][CH2:22]3)[N:11]=2)=[CH:4][N:3]=1, predict the reactants needed to synthesize it. The reactants are: [CH3:1][C:2]1[N:6]([CH:7]([CH3:9])[CH3:8])[C:5]([C:10]2[CH:15]=[CH:14][N:13]=[C:12]([NH:16][CH:17]3[CH2:22][CH2:21][N:20]([C:23](=[O:38])[CH2:24][CH:25]4[CH2:30][CH2:29][N:28](C(OC(C)(C)C)=O)[CH2:27][CH2:26]4)[CH2:19][CH2:18]3)[N:11]=2)=[CH:4][N:3]=1.C(O)(C(F)(F)F)=O.CO. (2) Given the product [NH2:18][C:14]1[CH:13]=[C:12]([CH:17]=[CH:16][CH:15]=1)[CH2:11][S:9][C:3]1[CH:4]=[CH:5][C:6]([Cl:8])=[CH:7][C:2]=1[NH:1][S:28]([C:25]1[CH:26]=[CH:27][C:22]([Cl:21])=[CH:23][C:24]=1[F:32])(=[O:30])=[O:29], predict the reactants needed to synthesize it. The reactants are: [NH2:1][C:2]1[CH:7]=[C:6]([Cl:8])[CH:5]=[CH:4][C:3]=1[SH:9].Br[CH2:11][C:12]1[CH:17]=[CH:16][CH:15]=[C:14]([N+:18]([O-])=O)[CH:13]=1.[Cl:21][C:22]1[CH:27]=[CH:26][C:25]([S:28](Cl)(=[O:30])=[O:29])=[C:24]([F:32])[CH:23]=1. (3) Given the product [ClH:1].[ClH:1].[NH2:32][C@H:33]1[CH2:38][CH2:37][C@H:36]([NH:39][C:2]2[N:10]=[C:9]3[C:5]([N:6]=[CH:7][N:8]3[CH:11]3[CH2:15][CH2:14][CH2:13][CH2:12]3)=[C:4]([NH:16][CH2:17][CH2:18][NH:19][C:20](=[O:31])[C:21]3[CH:26]=[CH:25][C:24]([C:27]([F:30])([F:28])[F:29])=[CH:23][CH:22]=3)[N:3]=2)[CH2:35][CH2:34]1, predict the reactants needed to synthesize it. The reactants are: [Cl:1][C:2]1[N:10]=[C:9]2[C:5]([N:6]=[CH:7][N:8]2[CH:11]2[CH2:15][CH2:14][CH2:13][CH2:12]2)=[C:4]([NH:16][CH2:17][CH2:18][NH:19][C:20](=[O:31])[C:21]2[CH:26]=[CH:25][C:24]([C:27]([F:30])([F:29])[F:28])=[CH:23][CH:22]=2)[N:3]=1.[NH2:32][C@H:33]1[CH2:38][CH2:37][C@H:36]([NH2:39])[CH2:35][CH2:34]1. (4) Given the product [N:1]1([C:9]([O:11][C:12]([CH3:15])([CH3:14])[CH3:13])=[O:10])[CH2:8][CH2:7][CH2:6][C@H:2]1[C:3]([NH:25][CH2:26][C:27]([O:29][CH2:30][CH3:31])=[O:28])=[O:5], predict the reactants needed to synthesize it. The reactants are: [N:1]1([C:9]([O:11][C:12]([CH3:15])([CH3:14])[CH3:13])=[O:10])[CH2:8][CH2:7][CH2:6][C@H:2]1[C:3]([OH:5])=O.ClC(OCC(C)C)=O.Cl.[NH2:25][CH2:26][C:27]([O:29][CH2:30][CH3:31])=[O:28].